This data is from Full USPTO retrosynthesis dataset with 1.9M reactions from patents (1976-2016). The task is: Predict the reactants needed to synthesize the given product. (1) Given the product [ClH:39].[ClH:39].[ClH:39].[CH:36]([C@H:35]1[C:28]2[C:27]([N:19]3[C:15]4[C:14](=[C:13]([CH2:12][NH:4][CH:1]([CH3:3])[CH3:2])[CH:18]=[CH:17][CH:16]=4)[C:21]4([CH2:26][CH2:25][NH:24][CH2:23][CH2:22]4)[CH2:20]3)=[N:32][CH:31]=[N:30][C:29]=2[CH2:33][CH2:34]1)([CH3:38])[CH3:37], predict the reactants needed to synthesize it. The reactants are: [CH:1]([N:4]([CH2:12][C:13]1[CH:18]=[CH:17][CH:16]=[C:15]2[N:19]([C:27]3[C:28]4[C@H:35]([CH:36]([CH3:38])[CH3:37])[CH2:34][CH2:33][C:29]=4[N:30]=[CH:31][N:32]=3)[CH2:20][C:21]3([CH2:26][CH2:25][NH:24][CH2:23][CH2:22]3)[C:14]=12)C(=O)OC(C)(C)C)([CH3:3])[CH3:2].[ClH:39]. (2) Given the product [CH3:1][C:2]1[C:8]([CH3:9])=[C:7]([N+:10]([O-:12])=[O:11])[CH:6]=[CH:5][C:3]=1[N:4]=[C:13]=[S:14], predict the reactants needed to synthesize it. The reactants are: [CH3:1][C:2]1[C:8]([CH3:9])=[C:7]([N+:10]([O-:12])=[O:11])[CH:6]=[CH:5][C:3]=1[NH2:4].[C:13](Cl)(Cl)=[S:14].